Dataset: Catalyst prediction with 721,799 reactions and 888 catalyst types from USPTO. Task: Predict which catalyst facilitates the given reaction. (1) Reactant: Br[C:2]1[N:7]=[C:6]([N+:8]([O-:10])=[O:9])[C:5]([O:11][CH3:12])=[CH:4][CH:3]=1.[CH3:13][C:14]([O:17][C:18]([NH:20][C:21]([CH3:26])([C:23]([NH2:25])=[O:24])[CH3:22])=[O:19])([CH3:16])[CH3:15].P([O-])([O-])([O-])=O.[K+].[K+].[K+].CNCCNC. Product: [CH3:26][C:21]([NH:20][C:18](=[O:19])[O:17][C:14]([CH3:16])([CH3:15])[CH3:13])([CH3:22])[C:23]([NH:25][C:2]1[CH:3]=[CH:4][C:5]([O:11][CH3:12])=[C:6]([N+:8]([O-:10])=[O:9])[N:7]=1)=[O:24]. The catalyst class is: 432. (2) Reactant: [C:1]1([Mg]Cl)[CH:6]=[CH:5][CH:4]=[CH:3][CH:2]=1.[F:9][C:10]1[CH:18]=[CH:17][C:13]([C:14](Cl)=[O:15])=[CH:12][N:11]=1.O. Product: [F:9][C:10]1[N:11]=[CH:12][C:13]([C:14]([C:1]2[CH:6]=[CH:5][CH:4]=[CH:3][CH:2]=2)=[O:15])=[CH:17][CH:18]=1. The catalyst class is: 28. (3) Reactant: [C:1]([C:3]1[N:8]=[C:7]([CH2:9][OH:10])[CH:6]=[CH:5][CH:4]=1)#[CH:2].[NH:11]1[CH2:16][CH2:15][O:14][CH2:13][CH2:12]1. Product: [N:11]1([CH2:2][CH2:1][C:3]2[N:8]=[C:7]([CH2:9][OH:10])[CH:6]=[CH:5][CH:4]=2)[CH2:16][CH2:15][O:14][CH2:13][CH2:12]1. The catalyst class is: 8. (4) Reactant: [CH3:1][O:2][C:3]1[CH:4]=[C:5]([CH:15]=[CH:16][C:17]=1[N+:18]([O-])=O)[CH2:6][P:7](=[O:14])([O:11][CH2:12][CH3:13])[O:8][CH2:9][CH3:10]. Product: [NH2:18][C:17]1[CH:16]=[CH:15][C:5]([CH2:6][P:7](=[O:14])([O:11][CH2:12][CH3:13])[O:8][CH2:9][CH3:10])=[CH:4][C:3]=1[O:2][CH3:1]. The catalyst class is: 29. (5) Reactant: [CH:1]([C:3]1[CH:4]=[C:5]([CH:13]=[CH:14][CH:15]=1)[O:6][C@H:7]([CH3:12])[C:8]([O:10][CH3:11])=[O:9])=[O:2].[BH4-].[Na+].C(OCC)(=O)C.O. Product: [OH:2][CH2:1][C:3]1[CH:4]=[C:5]([CH:13]=[CH:14][CH:15]=1)[O:6][C@H:7]([CH3:12])[C:8]([O:10][CH3:11])=[O:9]. The catalyst class is: 5. (6) Reactant: [C:1]([C:4]1[CH:8]=[C:7]([C:9]([OH:11])=O)[NH:6][N:5]=1)(=[O:3])[CH3:2].CCN(C(C)C)C(C)C.C1C=CC2N(O)N=NC=2C=1.CCN=C=NCCCN(C)C.[NH2:42][C@@H:43]([CH3:59])[CH2:44][N:45]1[CH:49]=[CH:48][C:47]([C:50]2[CH:57]=[CH:56][C:53]([C:54]#[N:55])=[C:52]([Cl:58])[CH:51]=2)=[N:46]1. Product: [C:1]([C:4]1[CH:8]=[C:7]([C:9]([NH:42][C@@H:43]([CH3:59])[CH2:44][N:45]2[CH:49]=[CH:48][C:47]([C:50]3[CH:57]=[CH:56][C:53]([C:54]#[N:55])=[C:52]([Cl:58])[CH:51]=3)=[N:46]2)=[O:11])[NH:6][N:5]=1)(=[O:3])[CH3:2]. The catalyst class is: 2. (7) Reactant: [CH3:1][C:2]1[C:7](C#N)=[CH:6][CH:5]=[CH:4][N:3]=1.[NH2:10][C:11]1[C:16]([C:17]#[N:18])=[CH:15][CH:14]=[CH:13][N:12]=1.N/C(/C)=C\C#N.[OH-].[K+].C1(C=CC(C2C=CC=CC=2)=O)C=CC=CC=1. Product: [C:1]([C:2]1[CH:7]=[CH:6][CH:5]=[CH:4][N:3]=1)#[N:10].[NH2:10][C:11]1[C:16]([C:17]#[N:18])=[CH:15][CH:14]=[CH:13][N:12]=1. The catalyst class is: 14. (8) Reactant: [N:1]12[CH2:8][CH2:7][C:4]([C:9]([C:17]3[CH:22]=[CH:21][CH:20]=[CH:19][CH:18]=3)([C:11]3[CH:16]=[CH:15][CH:14]=[CH:13][CH:12]=3)[OH:10])([CH2:5][CH2:6]1)[CH2:3][CH2:2]2.[C:23]1([CH2:29][O:30][CH2:31][CH2:32][CH2:33][CH2:34][Br:35])[CH:28]=[CH:27][CH:26]=[CH:25][CH:24]=1. Product: [Br-:35].[OH:10][C:9]([C:17]1[CH:22]=[CH:21][CH:20]=[CH:19][CH:18]=1)([C:11]1[CH:12]=[CH:13][CH:14]=[CH:15][CH:16]=1)[C:4]12[CH2:5][CH2:6][N+:1]([CH2:34][CH2:33][CH2:32][CH2:31][O:30][CH2:29][C:23]3[CH:28]=[CH:27][CH:26]=[CH:25][CH:24]=3)([CH2:2][CH2:3]1)[CH2:8][CH2:7]2. The catalyst class is: 23. (9) Reactant: [F:1][C:2]([F:22])([F:21])[C:3]([N:5]([C@@H:12]1[CH2:14][C@H:13]1[C:15]1[CH:20]=[CH:19][CH:18]=[CH:17][CH:16]=1)[CH2:6][CH:7]1[CH2:11][CH2:10][NH:9][CH2:8]1)=[O:4].[C:23]([O:27][C:28]([CH3:31])([CH3:30])[CH3:29])(=[O:26])[CH:24]=[CH2:25].C(=O)([O-])[O-].[K+].[K+]. Product: [F:22][C:2]([F:1])([F:21])[C:3]([N:5]([CH2:6][CH:7]1[CH2:11][CH2:10][N:9]([CH2:25][CH2:24][C:23]([O:27][C:28]([CH3:31])([CH3:30])[CH3:29])=[O:26])[CH2:8]1)[C@@H:12]1[CH2:14][C@H:13]1[C:15]1[CH:20]=[CH:19][CH:18]=[CH:17][CH:16]=1)=[O:4]. The catalyst class is: 5.